This data is from Reaction yield outcomes from USPTO patents with 853,638 reactions. The task is: Predict the reaction yield, written as a fraction of the theoretical maximum amount of product (1.0 means a 100% yield; for example, 0.34 means a 34% yield). (1) The reactants are [CH3:1][C:2]1([CH3:11])[CH2:7][NH:6][CH:5]([C:8]([OH:10])=[O:9])[CH2:4][O:3]1.[CH2:12]=O. The catalyst is C(O)C.[Pd]. The product is [CH3:12][N:6]1[CH2:7][C:2]([CH3:11])([CH3:1])[O:3][CH2:4][CH:5]1[C:8]([OH:10])=[O:9]. The yield is 0.970. (2) The reactants are C(OC(=O)C(CS(N1CCN(C2C=CC(Br)=CC=2)CC1)(=O)=O)C(C)C)(C)(C)C.[N:29]1[CH:34]=[CH:33][CH:32]=[C:31]([C:35]2[CH:40]=[CH:39][C:38]([N:41]3[CH2:46][CH2:45][NH:44][CH2:43][CH2:42]3)=[CH:37][CH:36]=2)[CH:30]=1.[CH3:47][O:48][C:49]([C:51]1([CH2:57][S:58](Cl)(=[O:60])=[O:59])[CH2:56][CH2:55][O:54][CH2:53][CH2:52]1)=[O:50]. No catalyst specified. The product is [CH3:47][O:48][C:49]([C:51]1([CH2:57][S:58]([N:44]2[CH2:45][CH2:46][N:41]([C:38]3[CH:37]=[CH:36][C:35]([C:31]4[CH:30]=[N:29][CH:34]=[CH:33][CH:32]=4)=[CH:40][CH:39]=3)[CH2:42][CH2:43]2)(=[O:60])=[O:59])[CH2:56][CH2:55][O:54][CH2:53][CH2:52]1)=[O:50]. The yield is 0.550.